This data is from Peptide-MHC class I binding affinity with 185,985 pairs from IEDB/IMGT. The task is: Regression. Given a peptide amino acid sequence and an MHC pseudo amino acid sequence, predict their binding affinity value. This is MHC class I binding data. (1) The binding affinity (normalized) is 0.275. The peptide sequence is RQVSVKLLI. The MHC is HLA-A24:02 with pseudo-sequence HLA-A24:02. (2) The peptide sequence is SEAAYAKKI. The MHC is HLA-A26:01 with pseudo-sequence HLA-A26:01. The binding affinity (normalized) is 0.